From a dataset of CYP1A2 inhibition data for predicting drug metabolism from PubChem BioAssay. Regression/Classification. Given a drug SMILES string, predict its absorption, distribution, metabolism, or excretion properties. Task type varies by dataset: regression for continuous measurements (e.g., permeability, clearance, half-life) or binary classification for categorical outcomes (e.g., BBB penetration, CYP inhibition). Dataset: cyp1a2_veith. (1) The molecule is O=c1c(-c2ccccc2)nc2cncnc2n1Cc1ccccc1. The result is 1 (inhibitor). (2) The compound is C[C@@H](CCC[C@@H]1SC[C@H]2NC(=O)N[C@@H]21)C(=O)O. The result is 0 (non-inhibitor).